Dataset: Catalyst prediction with 721,799 reactions and 888 catalyst types from USPTO. Task: Predict which catalyst facilitates the given reaction. Reactant: C(OC(N[C@@H]1C(=O)N2C[C@H](OC3C4C(=C([Cl:39])C=CC=4)C(OC)=CN=3)C[C@H]2C(=O)[NH:19][C@:18]2([C:44]([OH:46])=[O:45])[CH2:43][C@H:17]2[CH:16]=[CH:15]CCC(C)C[C@H]1C)=O)(C)(C)C.C(N1C=CN=C1)(N1[CH:55]=[CH:54]N=C1)=O.OC(C(F)(F)F)=O.FC1(S(N)(=O)=O)CC1.C1CCN2C(=NCCC2)CC1. Product: [ClH:39].[NH2:19][C@:18]1([C:44]([O:46][CH2:54][CH3:55])=[O:45])[CH2:43][C@H:17]1[CH:16]=[CH2:15]. The catalyst class is: 18.